This data is from Forward reaction prediction with 1.9M reactions from USPTO patents (1976-2016). The task is: Predict the product of the given reaction. (1) Given the reactants [NH2:1][C:2]1[C:11]2[C:6](=[CH:7][CH:8]=[CH:9][C:10]=2[O:12][C@H:13]2[CH2:18][CH2:17][C@H:16]([NH:19]C(=O)COCC)[CH2:15][CH2:14]2)[N:5]=[C:4]([CH3:26])[C:3]=1[C:27]([O:29]CC)=[O:28].[OH-].[Na+], predict the reaction product. The product is: [NH2:1][C:2]1[C:11]2[C:6](=[CH:7][CH:8]=[CH:9][C:10]=2[O:12][C@H:13]2[CH2:14][CH2:15][C@H:16]([NH2:19])[CH2:17][CH2:18]2)[N:5]=[C:4]([CH3:26])[C:3]=1[C:27]([OH:29])=[O:28]. (2) Given the reactants Cl[C:2](Cl)([O:4]C(=O)OC(Cl)(Cl)Cl)Cl.[Br:13][C:14]1[C:15]([NH:21][NH2:22])=[N:16][CH:17]=[CH:18][C:19]=1[Cl:20], predict the reaction product. The product is: [Br:13][C:14]1[C:15]2[N:16]([C:2](=[O:4])[NH:22][N:21]=2)[CH:17]=[CH:18][C:19]=1[Cl:20]. (3) Given the reactants Cl[C:2]1[C:7]([N+:8]([O-:10])=[O:9])=[CH:6][CH:5]=[C:4]([CH3:11])[N:3]=1.[S:12]1[C:16]2[CH:17]=[CH:18][CH:19]=[CH:20][C:15]=2[CH:14]=[C:13]1[CH:21]=[C:22]1[CH2:27][CH2:26][NH:25][CH2:24][CH2:23]1.C(N(CC)CC)C.O, predict the reaction product. The product is: [CH3:11][C:4]1[N:3]=[C:2]([N:25]2[CH2:26][CH2:27][C:22](=[CH:21][C:13]3[S:12][C:16]4[CH:17]=[CH:18][CH:19]=[CH:20][C:15]=4[CH:14]=3)[CH2:23][CH2:24]2)[C:7]([N+:8]([O-:10])=[O:9])=[CH:6][CH:5]=1. (4) Given the reactants [NH2:1][C:2]1[S:3][C:4]([CH3:16])=[C:5]([CH3:15])[C:6]=1[C:7]([C:9]1[CH:14]=[CH:13][CH:12]=[CH:11][CH:10]=1)=O.[CH3:17][C:18](=O)[CH2:19][C:20](=[O:22])[CH3:21], predict the reaction product. The product is: [CH3:16][C:4]1[S:3][C:2]2=[N:1][C:18]([CH3:17])=[C:19]([C:20](=[O:22])[CH3:21])[C:7]([C:9]3[CH:14]=[CH:13][CH:12]=[CH:11][CH:10]=3)=[C:6]2[C:5]=1[CH3:15]. (5) Given the reactants [Cl:1][C:2]1[CH:3]=[C:4]([C@@H:8]([OH:38])[CH2:9][N:10]([C@H:18]([CH3:37])[CH2:19][C:20]2[CH:25]=[CH:24][C:23]([S:26][Si](C(C)C)(C(C)C)C(C)C)=[CH:22][CH:21]=2)[C:11](=[O:17])[O:12][C:13]([CH3:16])([CH3:15])[CH3:14])[CH:5]=[CH:6][CH:7]=1.F[C:40]1[CH:47]=[CH:46][CH:45]=[C:44]([O:48][CH2:49][O:50][CH3:51])[C:41]=1[CH:42]=[O:43].[F-].[Cs+].O, predict the reaction product. The product is: [Cl:1][C:2]1[CH:3]=[C:4]([C@@H:8]([OH:38])[CH2:9][N:10]([C@H:18]([CH3:37])[CH2:19][C:20]2[CH:21]=[CH:22][C:23]([S:26][C:40]3[CH:47]=[CH:46][CH:45]=[C:44]([O:48][CH2:49][O:50][CH3:51])[C:41]=3[CH:42]=[O:43])=[CH:24][CH:25]=2)[C:11](=[O:17])[O:12][C:13]([CH3:15])([CH3:14])[CH3:16])[CH:5]=[CH:6][CH:7]=1. (6) Given the reactants C[O:2][C:3](=[O:35])[CH2:4][C:5]1[N:6]=[C:7]([NH:11][C:12](=[O:34])[C:13]([O:25][C:26]2[CH:31]=[CH:30][C:29]([F:32])=[CH:28][C:27]=2[F:33])([C:15]2[CH:20]=[CH:19][C:18]([S:21]([CH3:24])(=[O:23])=[O:22])=[CH:17][CH:16]=2)[CH3:14])[S:8][C:9]=1[Cl:10].C(O)C.O.[OH-].[Li+], predict the reaction product. The product is: [Cl:10][C:9]1[S:8][C:7]([NH:11][C:12](=[O:34])[C:13]([O:25][C:26]2[CH:31]=[CH:30][C:29]([F:32])=[CH:28][C:27]=2[F:33])([C:15]2[CH:20]=[CH:19][C:18]([S:21]([CH3:24])(=[O:23])=[O:22])=[CH:17][CH:16]=2)[CH3:14])=[N:6][C:5]=1[CH2:4][C:3]([OH:35])=[O:2]. (7) Given the reactants [F:1][C:2]1([F:18])[CH2:7][CH2:6][N:5]([CH:8]([C:12]2[CH:17]=[CH:16][CH:15]=[CH:14][CH:13]=2)[C:9]([OH:11])=[O:10])[CH2:4][CH2:3]1.[N:19]12[CH2:26][CH2:25][CH:22]([CH2:23][CH2:24]1)[C@@H:21](O)[CH2:20]2.C1CCC(N=C=NC2CCCCC2)CC1.C1C=CC2N(O)N=NC=2C=1, predict the reaction product. The product is: [F:18][C:2]1([F:1])[CH2:3][CH2:4][N:5]([CH:8]([C:12]2[CH:17]=[CH:16][CH:15]=[CH:14][CH:13]=2)[C:9]([O:11][C@@H:21]2[CH:22]3[CH2:25][CH2:26][N:19]([CH2:24][CH2:23]3)[CH2:20]2)=[O:10])[CH2:6][CH2:7]1. (8) Given the reactants [CH3:1][C:2]1[N:3]=[C:4]([C:18]2[CH:19]=[N:20][CH:21]=[CH:22][CH:23]=2)[S:5][C:6]=1[C:7]1[CH:16]=[CH:15][C:14]2[CH2:13][CH2:12][CH2:11][C:10](=O)[C:9]=2[N:8]=1.N1C=CC=CC=1.[NH2:30][OH:31].Cl, predict the reaction product. The product is: [CH3:1][C:2]1[N:3]=[C:4]([C:18]2[CH:19]=[N:20][CH:21]=[CH:22][CH:23]=2)[S:5][C:6]=1[C:7]1[CH:16]=[CH:15][C:14]2[CH2:13][CH2:12][CH2:11][C:10](=[N:30][OH:31])[C:9]=2[N:8]=1.